The task is: Predict the product of the given reaction.. This data is from Forward reaction prediction with 1.9M reactions from USPTO patents (1976-2016). (1) Given the reactants [F:1][C:2]1[CH:7]=[CH:6][C:5]([CH:8](O)[CH2:9][CH2:10][CH2:11][C:12]([N:14]2[CH:18]([C:19]3[CH:24]=[CH:23][CH:22]=[CH:21][CH:20]=3)[CH2:17][O:16][C:15]2=[O:25])=[O:13])=[CH:4][CH:3]=1.N1C=CN=C1.[Si:32](Cl)([C:35]([CH3:38])([CH3:37])[CH3:36])([CH3:34])[CH3:33].CN(C=[O:44])C, predict the reaction product. The product is: [Si:32]([O:44][CH:17]1[O:16][C:15](=[O:25])[N:14]([C:12](=[O:13])[CH2:11][CH2:10][CH2:9][CH2:8][C:5]2[CH:6]=[CH:7][C:2]([F:1])=[CH:3][CH:4]=2)[CH:18]1[C:19]1[CH:24]=[CH:23][CH:22]=[CH:21][CH:20]=1)([C:35]([CH3:38])([CH3:37])[CH3:36])([CH3:34])[CH3:33]. (2) The product is: [F:1][C:2]1[CH:9]=[CH:8][CH:7]=[C:6]([I:10])[C:3]=1[CH2:4][NH2:5]. Given the reactants [F:1][C:2]1[CH:9]=[CH:8][CH:7]=[C:6]([I:10])[C:3]=1[C:4]#[N:5].Cl.C(=O)(O)[O-].[Na+], predict the reaction product.